Dataset: Reaction yield outcomes from USPTO patents with 853,638 reactions. Task: Predict the reaction yield, written as a fraction of the theoretical maximum amount of product (1.0 means a 100% yield; for example, 0.34 means a 34% yield). (1) The reactants are [CH2:1]([O:4][C:5]1[CH:10]=[CH:9][C:8]([N+:11]([O-])=O)=[CH:7][CH:6]=1)[CH:2]=[CH2:3].CC(O)=O.C([O-])([O-])=O.[Na+].[Na+]. The yield is 0.600. The catalyst is O.[Fe]. The product is [CH2:1]([O:4][C:5]1[CH:10]=[CH:9][C:8]([NH2:11])=[CH:7][CH:6]=1)[CH:2]=[CH2:3]. (2) The reactants are [C:1]([O:4][C@H:5]1[CH2:22][CH2:21][C@@:20]2([CH3:23])[C@@H:7]([CH2:8][CH2:9][C@:10]3([CH3:34])[C@@H:19]2[CH2:18][CH2:17][C@H:16]2[C@@:11]3([CH3:33])[CH2:12][CH2:13][C@@:14]3([C:30]([OH:32])=[O:31])[CH2:26][CH2:25][C@@H:24]([C:27]([CH3:29])=[CH2:28])[C@@H:15]32)[C:6]1([CH3:36])[CH3:35])(=[O:3])[CH3:2].C(=O)([O-])[O-].[K+].[K+].[CH2:43](Br)[C:44]1[CH:49]=[CH:48][CH:47]=[CH:46][CH:45]=1. The catalyst is CN(C=O)C.ClCCl. The product is [C:1]([O:4][C@H:5]1[CH2:22][CH2:21][C@@:20]2([CH3:23])[C@@H:7]([CH2:8][CH2:9][C@:10]3([CH3:34])[C@@H:19]2[CH2:18][CH2:17][C@H:16]2[C@@:11]3([CH3:33])[CH2:12][CH2:13][C@@:14]3([C:30]([O:32][CH2:43][C:44]4[CH:49]=[CH:48][CH:47]=[CH:46][CH:45]=4)=[O:31])[CH2:26][CH2:25][C@@H:24]([C:27]([CH3:29])=[CH2:28])[C@@H:15]32)[C:6]1([CH3:36])[CH3:35])(=[O:3])[CH3:2]. The yield is 0.800. (3) The reactants are [NH:1]1[CH2:10][CH2:9][CH2:8][CH2:7][CH:2]1[C:3]([O:5][CH3:6])=[O:4].Cl[CH2:12][CH2:13][C:14]([C:16]1[CH:21]=[CH:20][C:19]([F:22])=[CH:18][CH:17]=1)=[O:15]. No catalyst specified. The product is [CH3:6][O:5][C:3](=[O:4])[CH:2]1[CH2:7][CH2:8][CH2:9][CH2:10][N:1]1[CH2:12][CH2:13][C:14]([C:16]1[CH:17]=[CH:18][C:19]([F:22])=[CH:20][CH:21]=1)=[O:15]. The yield is 0.920. (4) The reactants are [NH2:1][CH2:2][CH2:3][NH:4][C:5](=[O:11])[O:6][C:7]([CH3:10])([CH3:9])[CH3:8].CCN(C(C)C)C(C)C.[Cl:21][CH2:22][C:23](Cl)=[O:24]. The catalyst is C1COCC1.CCOC(C)=O. The product is [Cl:21][CH2:22][C:23]([NH:1][CH2:2][CH2:3][NH:4][C:5](=[O:11])[O:6][C:7]([CH3:8])([CH3:10])[CH3:9])=[O:24]. The yield is 1.00. (5) The reactants are Cl[C:2]1[CH:7]=[CH:6][N:5]=[CH:4][C:3]=1[C:8]#[N:9].[CH3:10][O:11][C:12]1[CH:17]=[CH:16][C:15]([C:18]#[CH:19])=[CH:14][CH:13]=1.C(N(CC)CC)C.O. The catalyst is CN(C)C=O. The product is [CH3:10][O:11][C:12]1[CH:17]=[CH:16][C:15]([C:18]#[C:19][C:2]2[CH:7]=[CH:6][N:5]=[CH:4][C:3]=2[C:8]#[N:9])=[CH:14][CH:13]=1. The yield is 0.950.